This data is from Full USPTO retrosynthesis dataset with 1.9M reactions from patents (1976-2016). The task is: Predict the reactants needed to synthesize the given product. (1) Given the product [C:16]([O:1][CH2:2][C:3]1[CH:11]=[CH:10][C:6]([C:7]([OH:9])=[O:8])=[CH:5][C:4]=1[N+:12]([O-:14])=[O:13])(=[O:23])[C:17]1[CH:22]=[CH:21][N:20]=[CH:19][CH:18]=1, predict the reactants needed to synthesize it. The reactants are: [OH:1][CH2:2][C:3]1[CH:11]=[CH:10][C:6]([C:7]([OH:9])=[O:8])=[CH:5][C:4]=1[N+:12]([O-:14])=[O:13].Cl.[C:16](Cl)(=[O:23])[C:17]1[CH:22]=[CH:21][N:20]=[CH:19][CH:18]=1. (2) Given the product [O:11]([C:5]1[CH:10]=[CH:9][CH:8]=[CH:7][CH:6]=1)[C:2]#[N:1], predict the reactants needed to synthesize it. The reactants are: [N:1]#[C:2]Br.O.[C:5]1([OH:11])[CH:10]=[CH:9][CH:8]=[CH:7][CH:6]=1.C(Cl)(Cl)(Cl)Cl. (3) The reactants are: [CH3:1][N:2](C(ON1N=NC2C=CC=CC1=2)=[N+](C)C)C.F[P-](F)(F)(F)(F)F.[C:25]([O:29][C:30]([N:32]1[CH2:36][C@@H:35]([CH2:37][N:38]([CH:55]([CH3:57])[CH3:56])[C:39](=[O:54])[C:40]2[CH:45]=[CH:44][C:43]([O:46][CH3:47])=[C:42]([O:48][CH2:49][CH2:50][CH2:51][O:52][CH3:53])[CH:41]=2)[C@H:34]([CH2:58][N:59]([C:63]([O:65][CH2:66][C:67]([C:70]([OH:72])=O)([CH3:69])[CH3:68])=[O:64])[CH:60]2[CH2:62][CH2:61]2)[CH2:33]1)=[O:31])([CH3:28])([CH3:27])[CH3:26].CN.C(N(CC)CC)C. Given the product [C:25]([O:29][C:30]([N:32]1[CH2:36][C@@H:35]([CH2:37][N:38]([CH:55]([CH3:57])[CH3:56])[C:39](=[O:54])[C:40]2[CH:45]=[CH:44][C:43]([O:46][CH3:47])=[C:42]([O:48][CH2:49][CH2:50][CH2:51][O:52][CH3:53])[CH:41]=2)[C@H:34]([CH2:58][N:59]([CH:60]2[CH2:61][CH2:62]2)[C:63]([O:65][CH2:66][C:67]([CH3:69])([C:70](=[O:72])[NH:2][CH3:1])[CH3:68])=[O:64])[CH2:33]1)=[O:31])([CH3:27])([CH3:28])[CH3:26], predict the reactants needed to synthesize it. (4) Given the product [CH3:27][CH:26]([CH3:28])[CH:24]([NH:25][C:15]([C:13]1[O:14][C:10]([C:7]2[CH:6]=[CH:5][C:4]([N+:1]([O-:3])=[O:2])=[CH:9][CH:8]=2)=[CH:11][N:12]=1)=[O:17])[C:23]([O:22][CH3:21])=[O:29], predict the reactants needed to synthesize it. The reactants are: [N+:1]([C:4]1[CH:9]=[CH:8][C:7]([C:10]2[O:14][C:13]([C:15]([O:17]CC)=O)=[N:12][CH:11]=2)=[CH:6][CH:5]=1)([O-:3])=[O:2].Cl.[CH3:21][O:22][C:23](=[O:29])[C@H:24]([CH:26]([CH3:28])[CH3:27])[NH2:25]. (5) Given the product [CH:14]1([C:11]2[CH:12]=[CH:13][C:8]([C:5]3[N:6]=[CH:7][C:2]([NH2:1])=[N:3][CH:4]=3)=[C:9]([F:19])[C:10]=2[O:18][CH2:21][C:22]2[CH:26]=[CH:25][N:24]([CH3:27])[N:23]=2)[CH2:15][CH2:16][CH2:17]1, predict the reactants needed to synthesize it. The reactants are: [NH2:1][C:2]1[N:3]=[CH:4][C:5]([C:8]2[C:9]([F:19])=[C:10]([OH:18])[C:11]([CH:14]3[CH2:17][CH2:16][CH2:15]3)=[CH:12][CH:13]=2)=[N:6][CH:7]=1.Br[CH2:21][C:22]1[CH:26]=[CH:25][N:24]([CH3:27])[N:23]=1. (6) Given the product [OH:5][CH2:4][CH2:3][CH2:2][N:20]1[CH2:21][CH2:22][CH:17]([C:13]2[CH:12]=[C:11]([NH:10][C:8](=[O:9])[CH:7]([CH3:6])[CH3:23])[CH:16]=[CH:15][CH:14]=2)[CH2:18][CH2:19]1, predict the reactants needed to synthesize it. The reactants are: Cl[CH2:2][CH2:3][CH2:4][OH:5].[CH3:6][CH:7]([CH3:23])[C:8]([NH:10][C:11]1[CH:16]=[CH:15][CH:14]=[C:13]([CH:17]2[CH2:22][CH2:21][NH:20][CH2:19][CH2:18]2)[CH:12]=1)=[O:9]. (7) Given the product [C:1]([NH:5][C:6](=[O:18])[C:7]([C:9]1[CH:10]=[C:11]([C:15]([NH:24][C:23]2[CH:25]=[CH:26][C:27]([F:28])=[C:21]([C:19]#[N:20])[CH:22]=2)=[O:17])[N:12]([CH3:14])[CH:13]=1)=[O:8])([CH3:2])([CH3:3])[CH3:4], predict the reactants needed to synthesize it. The reactants are: [C:1]([NH:5][C:6](=[O:18])[C:7]([C:9]1[CH:10]=[C:11]([C:15]([OH:17])=O)[N:12]([CH3:14])[CH:13]=1)=[O:8])([CH3:4])([CH3:3])[CH3:2].[C:19]([C:21]1[CH:22]=[C:23]([CH:25]=[CH:26][C:27]=1[F:28])[NH2:24])#[N:20].C(N(CC)C(C)C)(C)C.F[P-](F)(F)(F)(F)F.N1(OC(N(C)C)=[N+](C)C)C2N=CC=CC=2N=N1.